Dataset: Forward reaction prediction with 1.9M reactions from USPTO patents (1976-2016). Task: Predict the product of the given reaction. (1) Given the reactants [C:1]([O:5][C:6]([NH:8][C@@H:9]([CH2:13][CH2:14][CH2:15][CH2:16][CH2:17][C:18](=[O:21])[CH2:19][CH3:20])[C:10]([OH:12])=O)=[O:7])([CH3:4])([CH3:3])[CH3:2].CN(C(ON1N=NC2C=CC=CC1=2)=[N+](C)C)C.[B-](F)(F)(F)F.C1C=CC2N(O)N=NC=2C=1.CCN(C(C)C)C(C)C.O[NH:64][C:65]([C:67]1[CH:76]=[CH:75][C:74]2[C:69](=[CH:70][CH:71]=[CH:72][CH:73]=2)[CH:68]=1)=[NH:66], predict the reaction product. The product is: [CH:68]1[C:69]2[C:74](=[CH:73][CH:72]=[CH:71][CH:70]=2)[CH:75]=[CH:76][C:67]=1[C:65]1[N:64]=[C:10]([C@@H:9]([NH:8][C:6](=[O:7])[O:5][C:1]([CH3:2])([CH3:3])[CH3:4])[CH2:13][CH2:14][CH2:15][CH2:16][CH2:17][C:18](=[O:21])[CH2:19][CH3:20])[O:12][N:66]=1. (2) Given the reactants [CH2:1]([C:3]1[CH:8]=[CH:7][C:6]([N+:9]([O-:11])=[O:10])=[CH:5][CH:4]=1)[CH3:2].FC(F)(F)S(O)(=O)=O.[Br:20]N1C(C)(C)C(=O)N(Br)C1=O.S(S([O-])=O)([O-])=O.[Na+].[Na+], predict the reaction product. The product is: [Br:20][C:4]1[CH:5]=[C:6]([N+:9]([O-:11])=[O:10])[CH:7]=[CH:8][C:3]=1[CH2:1][CH3:2].